This data is from Peptide-MHC class I binding affinity with 185,985 pairs from IEDB/IMGT. The task is: Regression. Given a peptide amino acid sequence and an MHC pseudo amino acid sequence, predict their binding affinity value. This is MHC class I binding data. (1) The peptide sequence is NLEKQIATL. The MHC is HLA-A02:02 with pseudo-sequence HLA-A02:02. The binding affinity (normalized) is 0.448. (2) The peptide sequence is ELMESRMRI. The MHC is HLA-A68:02 with pseudo-sequence HLA-A68:02. The binding affinity (normalized) is 0.664. (3) The peptide sequence is AIYKNTIAY. The MHC is HLA-A03:01 with pseudo-sequence HLA-A03:01. The binding affinity (normalized) is 0.821. (4) The peptide sequence is SLLNATDIAV. The MHC is HLA-A31:01 with pseudo-sequence HLA-A31:01. The binding affinity (normalized) is 0.0394. (5) The peptide sequence is FSGKSTELIR. The MHC is HLA-A11:01 with pseudo-sequence HLA-A11:01. The binding affinity (normalized) is 0.0992. (6) The peptide sequence is QGWKGSPAI. The MHC is HLA-A26:01 with pseudo-sequence HLA-A26:01. The binding affinity (normalized) is 0. (7) The peptide sequence is DTVLEEMNL. The MHC is HLA-A02:03 with pseudo-sequence HLA-A02:03. The binding affinity (normalized) is 0. (8) The peptide sequence is SGAENPGGYAL. The binding affinity (normalized) is 0. The MHC is H-2-Kb with pseudo-sequence H-2-Kb.